This data is from Catalyst prediction with 721,799 reactions and 888 catalyst types from USPTO. The task is: Predict which catalyst facilitates the given reaction. Reactant: C([O:3][C:4]([C@@H:6]1[CH2:8][C@H:7]1[C:9]1[CH:14]=[CH:13][C:12]([NH:15][CH2:16][C:17]2[CH:22]=[CH:21][CH:20]=[C:19]([O:23][C:24]3[CH:29]=[CH:28][CH:27]=[CH:26][CH:25]=3)[CH:18]=2)=[CH:11][C:10]=1[Cl:30])=[O:5])C.[OH-].[Na+]. Product: [Cl:30][C:10]1[CH:11]=[C:12]([NH:15][CH2:16][C:17]2[CH:22]=[CH:21][CH:20]=[C:19]([O:23][C:24]3[CH:29]=[CH:28][CH:27]=[CH:26][CH:25]=3)[CH:18]=2)[CH:13]=[CH:14][C:9]=1[C@@H:7]1[CH2:8][C@H:6]1[C:4]([OH:5])=[O:3]. The catalyst class is: 5.